From a dataset of Forward reaction prediction with 1.9M reactions from USPTO patents (1976-2016). Predict the product of the given reaction. Given the reactants [Br:1][C:2]1[CH:3]=[C:4]([CH2:7][NH:8]C(=O)OC(C)(C)C)[O:5][CH:6]=1.[F:16][C:17]([F:22])([F:21])[C:18]([OH:20])=[O:19], predict the reaction product. The product is: [F:16][C:17]([F:22])([F:21])[C:18]([OH:20])=[O:19].[Br:1][C:2]1[CH:3]=[C:4]([CH2:7][NH2:8])[O:5][CH:6]=1.